Dataset: Forward reaction prediction with 1.9M reactions from USPTO patents (1976-2016). Task: Predict the product of the given reaction. (1) The product is: [OH:11][C:9]1[C:8]([F:12])=[CH:7][CH:3]=[C:2]([OH:1])[N:10]=1. Given the reactants [OH:1][C:2]1[N:10]=[C:9]([OH:11])[C:8]([F:12])=[CH:7][C:3]=1C(O)=O, predict the reaction product. (2) Given the reactants [Li]CCCC.[Cl:6][C:7]1[C:16]2[C:11](=[CH:12][CH:13]=[C:14](C(C3C(C)=NC(C)=CC=3)O)[CH:15]=2)[N:10]=[C:9]([O:27][CH3:28])[C:8]=1[CH2:29][C:30]1[CH:35]=[CH:34][C:33]([C:36]([F:39])([F:38])[F:37])=[CH:32][CH:31]=1.[CH3:40][N:41]1[C:45]([C:46]([C:48]2[CH:49]=[N:50][C:51]([C:54]([F:57])([F:56])[F:55])=[CH:52][CH:53]=2)=[O:47])=[CH:44][N:43]=[N:42]1, predict the reaction product. The product is: [Cl:6][C:7]1[C:16]2[C:11](=[CH:12][CH:13]=[C:14]([C:46]([C:45]3[N:41]([CH3:40])[N:42]=[N:43][CH:44]=3)([C:48]3[CH:49]=[N:50][C:51]([C:54]([F:55])([F:57])[F:56])=[CH:52][CH:53]=3)[OH:47])[CH:15]=2)[N:10]=[C:9]([O:27][CH3:28])[C:8]=1[CH2:29][C:30]1[CH:35]=[CH:34][C:33]([C:36]([F:39])([F:37])[F:38])=[CH:32][CH:31]=1. (3) The product is: [CH:21]([C:24]1[N:25]=[C:26]([CH2:29][CH2:30][C:31]2[CH:49]=[CH:48][N:34]3[C:35](=[O:47])[C:36](/[CH:45]=[C:6](\[CH3:7])/[C:4]([O:3][CH2:2][CH3:1])=[O:5])=[C:37]([N:39]4[CH2:44][CH2:43][O:42][CH2:41][CH2:40]4)[N:38]=[C:33]3[CH:32]=2)[S:27][CH:28]=1)([CH3:23])[CH3:22]. Given the reactants [CH3:1][CH2:2][O:3][C:4]([CH:6](P(OCC)(OCC)=O)[CH3:7])=[O:5].C([Li])CCC.[CH:21]([C:24]1[N:25]=[C:26]([CH2:29][CH2:30][C:31]2[CH:49]=[CH:48][N:34]3[C:35](=[O:47])[C:36]([CH:45]=O)=[C:37]([N:39]4[CH2:44][CH2:43][O:42][CH2:41][CH2:40]4)[N:38]=[C:33]3[CH:32]=2)[S:27][CH:28]=1)([CH3:23])[CH3:22], predict the reaction product. (4) The product is: [N:1]1([CH2:5][C:6]2[N:10]([CH3:11])[N:9]=[C:8]([NH2:13])[CH:7]=2)[CH2:4][CH2:3][CH2:2]1. Given the reactants [N:1]1([CH2:5][C:6]2[N:10]([CH2:11]C)[N:9]=[C:8]([N+:13]([O-])=O)[CH:7]=2)[CH2:4][CH2:3][CH2:2]1, predict the reaction product. (5) Given the reactants [CH3:1][N:2]1[CH2:7][CH2:6][C:5]2[NH:8][C:9]3[C:14]([C:4]=2[CH2:3]1)=[CH:13][CH:12]=[CH:11][N:10]=3.[H-].[Na+].CC1C=CC(S(O[CH2:28][CH2:29][C:30]2[CH:31]=[N:32][C:33]([CH3:36])=[CH:34][CH:35]=2)(=O)=O)=CC=1, predict the reaction product. The product is: [CH3:1][N:2]1[CH2:7][CH2:6][C:5]2[N:8]([CH2:28][CH2:29][C:30]3[CH:31]=[N:32][C:33]([CH3:36])=[CH:34][CH:35]=3)[C:9]3[C:14]([C:4]=2[CH2:3]1)=[CH:13][CH:12]=[CH:11][N:10]=3.